From a dataset of NCI-60 drug combinations with 297,098 pairs across 59 cell lines. Regression. Given two drug SMILES strings and cell line genomic features, predict the synergy score measuring deviation from expected non-interaction effect. (1) Drug 1: CC1=C(C=C(C=C1)C(=O)NC2=CC(=CC(=C2)C(F)(F)F)N3C=C(N=C3)C)NC4=NC=CC(=N4)C5=CN=CC=C5. Drug 2: CN(CCCl)CCCl.Cl. Cell line: A498. Synergy scores: CSS=13.9, Synergy_ZIP=-6.94, Synergy_Bliss=-2.50, Synergy_Loewe=-3.94, Synergy_HSA=-2.16. (2) Drug 1: CC1=C2C(C(=O)C3(C(CC4C(C3C(C(C2(C)C)(CC1OC(=O)C(C(C5=CC=CC=C5)NC(=O)OC(C)(C)C)O)O)OC(=O)C6=CC=CC=C6)(CO4)OC(=O)C)OC)C)OC. Drug 2: CCN(CC)CCNC(=O)C1=C(NC(=C1C)C=C2C3=C(C=CC(=C3)F)NC2=O)C. Cell line: MALME-3M. Synergy scores: CSS=37.1, Synergy_ZIP=8.19, Synergy_Bliss=8.90, Synergy_Loewe=0.737, Synergy_HSA=8.62. (3) Drug 1: CN(C(=O)NC(C=O)C(C(C(CO)O)O)O)N=O. Drug 2: C(CN)CNCCSP(=O)(O)O. Cell line: UO-31. Synergy scores: CSS=-0.554, Synergy_ZIP=0.891, Synergy_Bliss=0.299, Synergy_Loewe=-0.304, Synergy_HSA=-1.27. (4) Drug 1: CCC(=C(C1=CC=CC=C1)C2=CC=C(C=C2)OCCN(C)C)C3=CC=CC=C3.C(C(=O)O)C(CC(=O)O)(C(=O)O)O. Drug 2: CC1C(C(CC(O1)OC2CC(CC3=C2C(=C4C(=C3O)C(=O)C5=C(C4=O)C(=CC=C5)OC)O)(C(=O)CO)O)N)O.Cl. Cell line: HCT-15. Synergy scores: CSS=20.1, Synergy_ZIP=0.881, Synergy_Bliss=3.69, Synergy_Loewe=3.45, Synergy_HSA=4.39. (5) Drug 1: CC1C(C(=O)NC(C(=O)N2CCCC2C(=O)N(CC(=O)N(C(C(=O)O1)C(C)C)C)C)C(C)C)NC(=O)C3=C4C(=C(C=C3)C)OC5=C(C(=O)C(=C(C5=N4)C(=O)NC6C(OC(=O)C(N(C(=O)CN(C(=O)C7CCCN7C(=O)C(NC6=O)C(C)C)C)C)C(C)C)C)N)C. Drug 2: CCC1(CC2CC(C3=C(CCN(C2)C1)C4=CC=CC=C4N3)(C5=C(C=C6C(=C5)C78CCN9C7C(C=CC9)(C(C(C8N6C=O)(C(=O)OC)O)OC(=O)C)CC)OC)C(=O)OC)O.OS(=O)(=O)O. Cell line: HL-60(TB). Synergy scores: CSS=72.7, Synergy_ZIP=-3.44, Synergy_Bliss=-0.527, Synergy_Loewe=2.20, Synergy_HSA=2.40. (6) Drug 1: C1=CC(=C2C(=C1NCCNCCO)C(=O)C3=C(C=CC(=C3C2=O)O)O)NCCNCCO. Drug 2: CC1=C(C=C(C=C1)C(=O)NC2=CC(=CC(=C2)C(F)(F)F)N3C=C(N=C3)C)NC4=NC=CC(=N4)C5=CN=CC=C5. Cell line: HS 578T. Synergy scores: CSS=26.3, Synergy_ZIP=2.64, Synergy_Bliss=-0.248, Synergy_Loewe=-19.0, Synergy_HSA=-3.40. (7) Drug 1: C1CCC(CC1)NC(=O)N(CCCl)N=O. Drug 2: C#CCC(CC1=CN=C2C(=N1)C(=NC(=N2)N)N)C3=CC=C(C=C3)C(=O)NC(CCC(=O)O)C(=O)O. Cell line: OVCAR-5. Synergy scores: CSS=13.2, Synergy_ZIP=-4.81, Synergy_Bliss=-3.44, Synergy_Loewe=-3.56, Synergy_HSA=-3.54.